Dataset: Reaction yield outcomes from USPTO patents with 853,638 reactions. Task: Predict the reaction yield, written as a fraction of the theoretical maximum amount of product (1.0 means a 100% yield; for example, 0.34 means a 34% yield). (1) The yield is 0.710. The catalyst is CN(C=O)C. The reactants are [Cl:1][C:2]1[CH:3]=[C:4]([CH:7]=[C:8]([OH:10])[CH:9]=1)[CH:5]=[O:6].C(=O)([O-])[O-].[K+].[K+].CS(O[CH2:22][CH2:23][F:24])(=O)=O. The product is [Cl:1][C:2]1[CH:3]=[C:4]([CH:7]=[C:8]([O:10][CH2:22][CH2:23][F:24])[CH:9]=1)[CH:5]=[O:6]. (2) The reactants are [NH2:1][C:2]1[N:7]=[CH:6][N:5]=[C:4]2[N:8]([CH2:26][C@H:27]3[CH2:31][CH2:30][CH2:29][N:28]3[C:32](=[O:36])[CH2:33][C:34]#[N:35])[N:9]=[C:10]([C:11]3[CH:16]=[CH:15][C:14]([O:17][C:18]4[C:23]([F:24])=[CH:22][CH:21]=[CH:20][C:19]=4[F:25])=[CH:13][CH:12]=3)[C:3]=12.N1[CH2:42][CH2:41][CH2:40][CH2:39]C1. The catalyst is CO.C1(C=O)CC1. The product is [NH2:1][C:2]1[N:7]=[CH:6][N:5]=[C:4]2[N:8]([CH2:26][C@H:27]3[CH2:31][CH2:30][CH2:29][N:28]3[C:32]([C:33](=[CH:39][CH:40]3[CH2:42][CH2:41]3)[C:34]#[N:35])=[O:36])[N:9]=[C:10]([C:11]3[CH:16]=[CH:15][C:14]([O:17][C:18]4[C:23]([F:24])=[CH:22][CH:21]=[CH:20][C:19]=4[F:25])=[CH:13][CH:12]=3)[C:3]=12. The yield is 0.230.